From a dataset of Forward reaction prediction with 1.9M reactions from USPTO patents (1976-2016). Predict the product of the given reaction. (1) Given the reactants [O:1]=[C:2]1[NH:11][C:10]2[N:9]=[CH:8][C:7](/[CH:12]=[CH:13]/[C:14]([O:16]C(C)(C)C)=[O:15])=[CH:6][C:5]=2[CH2:4][CH2:3]1.C(O)(C(F)(F)F)=O.C(Cl)[Cl:29], predict the reaction product. The product is: [ClH:29].[O:1]=[C:2]1[NH:11][C:10]2[N:9]=[CH:8][C:7](/[CH:12]=[CH:13]/[C:14]([OH:16])=[O:15])=[CH:6][C:5]=2[CH2:4][CH2:3]1. (2) Given the reactants [F:1][C:2]1[C:3]([C:9]2[N:13]([CH:14]3[CH2:19][CH2:18][O:17][CH2:16][CH2:15]3)[C:12]([CH3:20])=[N:11][CH:10]=2)=[N:4][C:5]([NH2:8])=[N:6][CH:7]=1.[Cl:21][C:22]1[CH:34]=[CH:33][C:25]([CH2:26][N:27]2[CH2:32][CH2:31][O:30][CH2:29][CH2:28]2)=[C:24]([CH3:35])[CH:23]=1.C([O-])([O-])=O.[Cs+].[Cs+].CC(C1C=C(C(C)C)C(C2C=CC=CC=2P(C2CCCCC2)C2CCCCC2)=C(C(C)C)C=1)C.Cl, predict the reaction product. The product is: [ClH:21].[F:1][C:2]1[C:3]([C:9]2[N:13]([CH:14]3[CH2:19][CH2:18][O:17][CH2:16][CH2:15]3)[C:12]([CH3:20])=[N:11][CH:10]=2)=[N:4][C:5]([NH:8][C:22]2[CH:34]=[CH:33][C:25]([CH2:26][N:27]3[CH2:28][CH2:29][O:30][CH2:31][CH2:32]3)=[C:24]([CH3:35])[CH:23]=2)=[N:6][CH:7]=1. (3) The product is: [Cl:1][C:2]1[C:7]([C:8]2[CH:13]=[CH:12][CH:11]=[CH:10][CH:9]=2)=[C:6]([N:14]2[CH2:19][CH2:18][CH:17]([CH3:20])[CH2:16][CH2:15]2)[N:5]=[C:4]([N:32]([C:33]#[N:34])[CH3:31])[N:3]=1. Given the reactants [Cl:1][C:2]1[C:7]([C:8]2[CH:13]=[CH:12][CH:11]=[CH:10][CH:9]=2)=[C:6]([N:14]2[CH2:19][CH2:18][CH:17]([CH3:20])[CH2:16][CH2:15]2)[N:5]=[C:4](S(C)(=O)=O)[N:3]=1.C(=O)([O-])[O-].[K+].[K+].[CH3:31][NH:32][C:33]#[N:34].C(OCC)(=O)C, predict the reaction product. (4) Given the reactants [C:1](OC)(=O)[CH2:2][C:3]([CH3:5])=O.[Li+].CC([N-]C(C)C)C.[CH:17]1([C:22](=[O:36])[CH2:23][CH2:24][C:25]2[C:30]([O:31][CH2:32][CH3:33])=[CH:29][N:28]=[C:27]([CH2:34][CH3:35])[CH:26]=2)[CH2:21][CH2:20][CH2:19][CH2:18]1.[OH-].[Na+].C(=O)([O-])[O-].[K+].[K+], predict the reaction product. The product is: [CH:17]1([C:22]2([CH2:23][CH2:24][C:25]3[C:30]([O:31][CH2:32][CH3:33])=[CH:29][N:28]=[C:27]([CH2:34][CH3:35])[CH:26]=3)[O:36][CH2:5][CH2:3][CH2:2][CH2:1]2)[CH2:21][CH2:20][CH2:19][CH2:18]1. (5) Given the reactants [CH3:1][N:2]([CH2:13][C:14]1[N:18]([CH2:19][CH2:20][CH2:21][NH:22][CH2:23][CH2:24]C(C)C)[C:17]2[CH:28]=[CH:29][CH:30]=[CH:31][C:16]=2[N:15]=1)[CH:3]1[C:12]2[N:11]=[CH:10][CH:9]=[CH:8][C:7]=2[CH2:6][CH2:5][CH2:4]1.N[CH2:33]CCN1C2C=CC=CC=2N=C1CN(C)[C@@H]1C2N=CC=CC=2CCC1, predict the reaction product. The product is: [CH3:1][N:2]([CH2:13][C:14]1[N:18]([CH2:19][CH2:20][CH2:21][NH:22][CH:23]([CH3:33])[CH3:24])[C:17]2[CH:28]=[CH:29][CH:30]=[CH:31][C:16]=2[N:15]=1)[C@@H:3]1[C:12]2[N:11]=[CH:10][CH:9]=[CH:8][C:7]=2[CH2:6][CH2:5][CH2:4]1. (6) The product is: [CH3:35][C:34]([O:38][C:39]([NH:40][CH2:41][CH2:42][S:45][C:46]1[CH:47]=[CH:48][C:49]([C:50]([O:52][CH3:53])=[O:51])=[CH:54][CH:55]=1)=[O:44])([CH3:37])[CH3:36]. Given the reactants N(C(OC(C)C)=O)=NC(OC(C)C)=O.C1(P(C2C=CC=CC=2)C2C=CC=CC=2)C=CC=CC=1.[C:34]([O:38][C:39](=[O:44])[NH:40][CH2:41][CH2:42]O)([CH3:37])([CH3:36])[CH3:35].[SH:45][C:46]1[CH:55]=[CH:54][C:49]([C:50]([O:52][CH3:53])=[O:51])=[CH:48][CH:47]=1, predict the reaction product. (7) Given the reactants O[CH2:2][CH2:3][C:4]1[CH:9]=[CH:8][C:7]([CH2:10][CH2:11][N:12]2[C:20](=[O:21])[C:19]3[C:14](=[CH:15][CH:16]=[CH:17][CH:18]=3)[C:13]2=[O:22])=[CH:6][CH:5]=1.P(Br)(Br)[Br:24], predict the reaction product. The product is: [Br:24][CH2:2][CH2:3][C:4]1[CH:9]=[CH:8][C:7]([CH2:10][CH2:11][N:12]2[C:20](=[O:21])[C:19]3[C:14](=[CH:15][CH:16]=[CH:17][CH:18]=3)[C:13]2=[O:22])=[CH:6][CH:5]=1. (8) Given the reactants [Cl:1][C:2]1[C:3](B2OC(C)(C)C(C)(C)O2)=[CH:4][C:5]([CH3:9])=[C:6]([CH:8]=1)[NH2:7].Br[C:20]1[CH:21]=[C:22]([C:25]#[N:26])[S:23][CH:24]=1, predict the reaction product. The product is: [Cl:1][C:2]1[C:3]([C:20]2[CH:21]=[C:22]([C:25]#[N:26])[S:23][CH:24]=2)=[CH:4][C:5]([CH3:9])=[C:6]2[C:8]=1[C:3]([CH3:2])=[CH:4][C:5]([CH3:9])([CH3:6])[NH:7]2.